Dataset: Catalyst prediction with 721,799 reactions and 888 catalyst types from USPTO. Task: Predict which catalyst facilitates the given reaction. Reactant: [CH2:1]([N:8]1[C:12](=[O:13])[C:11](=[CH:14][N:15]([CH3:27])[C:16]2[CH:21]=[CH:20][C:19]([O:22][CH2:23][CH2:24][O:25][CH3:26])=[CH:18][CH:17]=2)[S:10][C:9]1=S)[C:2]1[CH:7]=[CH:6][CH:5]=[CH:4][CH:3]=1.C1(C)C=CC(S(OC)(=O)=O)=CC=1.[NH2:41][C:42]1[CH:43]=[C:44]([C:51](=[O:53])[CH3:52])[CH:45]=[CH:46][C:47]=1[NH:48][CH2:49][CH3:50]. Product: [C:51]([C:44]1[CH:45]=[CH:46][C:47]([NH:48][CH2:49][CH3:50])=[C:42]([N:41]=[C:9]2[N:8]([CH2:1][C:2]3[CH:3]=[CH:4][CH:5]=[CH:6][CH:7]=3)[C:12](=[O:13])[C:11](=[CH:14][N:15]([CH3:27])[C:16]3[CH:21]=[CH:20][C:19]([O:22][CH2:23][CH2:24][O:25][CH3:26])=[CH:18][CH:17]=3)[S:10]2)[CH:43]=1)(=[O:53])[CH3:52]. The catalyst class is: 3.